This data is from Forward reaction prediction with 1.9M reactions from USPTO patents (1976-2016). The task is: Predict the product of the given reaction. (1) Given the reactants Cl[C:2]1[C:7]([C:8]([NH2:10])=[O:9])=[CH:6][N:5]=[C:4](Cl)C=1.[O:12]([C:19]1[CH:24]=[CH:23][C:22]([OH:25])=[CH:21][CH:20]=1)[C:13]1[CH:18]=[CH:17][CH:16]=[CH:15][CH:14]=1.[NH2:26][CH2:27][C:28]1([F:41])[CH2:33][CH2:32][N:31]([C:34]([O:36]C(C)(C)C)=O)[CH2:30][CH2:29]1.C(O)(=O)[CH:43]=[CH2:44].C(C1C=CC(C2CCN(C(OC(C)(C)C)=O)CC=2)=NC=1NC1C=CC(CCN2CCCC2)=CC=1)(=O)[NH2:48], predict the reaction product. The product is: [C:34]([N:31]1[CH2:30][CH2:29][C:28]([CH2:27][NH:26][C:4]2[N:5]=[C:6]([O:25][C:22]3[CH:21]=[CH:20][C:19]([O:12][C:13]4[CH:18]=[CH:17][CH:16]=[CH:15][CH:14]=4)=[CH:24][CH:23]=3)[C:7]([C:8]([NH2:10])=[O:9])=[CH:2][N:48]=2)([F:41])[CH2:33][CH2:32]1)(=[O:36])[CH:43]=[CH2:44]. (2) Given the reactants C([O:3][C:4](=[O:16])[CH2:5][O:6][C:7]1[CH:12]=[CH:11][C:10]([NH:13][CH3:14])=[CH:9][C:8]=1[CH3:15])C.C(OC(=O)COC1C=CC=CC=1CCCOC)C.Cl[CH2:36][C:37]1[CH:38]=[CH:39][C:40]([C:43]2[CH:48]=[CH:47][C:46]([Cl:49])=[CH:45][CH:44]=2)=[N:41][CH:42]=1, predict the reaction product. The product is: [Cl:49][C:46]1[CH:45]=[CH:44][C:43]([C:40]2[N:41]=[CH:42][C:37]([CH2:36][N:13]([CH3:14])[C:10]3[CH:11]=[CH:12][C:7]([O:6][CH2:5][C:4]([OH:3])=[O:16])=[C:8]([CH3:15])[CH:9]=3)=[CH:38][CH:39]=2)=[CH:48][CH:47]=1.